Dataset: Antibody developability classification from SAbDab with 2,409 antibodies. Task: Regression/Classification. Given an antibody's heavy chain and light chain sequences, predict its developability. TAP uses regression for 5 developability metrics; SAbDab uses binary classification. (1) The antibody is ['QVQLQQSGAEVKKPGSSVRVSCKASGGTFNNNAINWVRQAPGQGLEWMGGIIPMFGTAKYSQNFQGRVAITADESTSTASMELSSLRSEDTAVYYCARSRDLLLFPHYGMDVWGRGTMVTVSS', 'SSELTQDPAVSVALGQTVRVTCQGDSLRSYYASWYQQKPGQAPVLVIYGKNNRPSGIPDRFSGSSSGNTASLTITGAQAEDEADYYCNSRDSSGNHWVFGGGTELTVL']. Result: 0 (not developable). (2) The antibody is ['EVQLQQSGPGLVKPSQTLSLTCNVYGVAISNEDYYWTWIRQHPGKGLEWIGDIYYNSGTTHYNPSLKSRASVSVDLSRNQFTLKVTSVTTADAAVYYCAREASTKITDDGGAFDFWGRGTMVTVSS', 'QSALTQPASVSGSPGQSISISCTGTSSDIGGYKYVSWYQQHPGRAPKLIIYDVIKRPSGISDRFSGSKSANTASLTISGLQAGDEASYYCSSYTTKKTSFFGPATRAYVFGSGTQVTVL']. Result: 1 (developable). (3) The antibody is ['EVQLQQSGPELVKPGASLKISCKTSGYTFTDFTFHWVKLSHGPSLEWIGTIKPSNGDTAYNQKFKGKATLSVDKSASTAHIEFRSLTSEDSAVYFCARFGGSYPYAMDYWGQGTSVIVSS', 'DIVLTQSPATLSVTPGDRVSLSCRASQGIYNYVHWFQQKSHESPRLLIKYASQSISGIPSRFSGSGSGTDFTLSINSVESEDFGMYFCQQTNKWPLTFGAGTKLELK']. Result: 0 (not developable). (4) Result: 1 (developable). The antibody is ['QVELQQSGPGLVKPSQTLSLTCAISGDSVSSRSASWSWIRQSPGRGLEWLGRTYYRSHWYYEYAQSVKSRITINPDTSKNQFSLQLNSVTPEDTAVYYCARMDVPSFRYFDVWGQGTLVTVSS', 'DIVLTQSPATLSLSPGERATLSCRASQSVRSNYLAWYQQKPGQAPRLLIYGASNRATGVPARFSGSGSGTDFTLTISSLEPEDFAVYYCQQISNSPPTFGQGTKVEIK']. (5) The antibody is ['QVQLQQPGADLVRPGVSVKLSCKASGYTFTSYWMNWVKQRPGQGLEWIGMIHPSDSETRLSQKFKDKATLTVDKSSSTAYMQLSSPTSEDSAVYYCARLKPGGTWFAYWGQGTLVTVSA', 'DIVLTQSPASLTVSLGQRATISCRASKSVDSYGNSFMEWYQQKPGQPPKLLIYRASNLESGIPARFSGSGSRTDFTLTINPVEADDVATYYCQQSNEDPYTFGGGTKLEIK']. Result: 0 (not developable). (6) The antibody is ['EVQLQQPGAELVRPGASVKLSCKASGYTFTSYWMNWVKQRPGQGLECIGMIHPSDGETRLNQKFKDKATLTLDKSSSTAYMQLSSPTSEDSAVYYCTTHFDYWGQGTTLTVSS', 'DIVLIQSPATLSVTPGDSVSLSCRASQRISNNLHWYQQKSHESPRLLIRYTSQSISGIPSRFSGSGSGTDFTLSINSVETEDFGMYFCQQSNSWPFTFGSGTKLEMK']. Result: 1 (developable).